This data is from Reaction yield outcomes from USPTO patents with 853,638 reactions. The task is: Predict the reaction yield, written as a fraction of the theoretical maximum amount of product (1.0 means a 100% yield; for example, 0.34 means a 34% yield). The reactants are [F:1][C:2]1[CH:7]=[CH:6][CH:5]=[CH:4][C:3]=1[S:8]([C:11]1[CH:12]=[C:13]2[C:17](=[CH:18][CH:19]=1)[N:16]([CH:20]1[CH2:25][CH2:24][N:23]([C:26]([O:28][C:29]([CH3:32])([CH3:31])[CH3:30])=[O:27])[CH2:22][CH2:21]1)[CH2:15][CH2:14]2)(=[O:10])=[O:9].ClC1C(=O)C(C#N)=C(C#N)C(=O)C=1Cl. No catalyst specified. The product is [F:1][C:2]1[CH:7]=[CH:6][CH:5]=[CH:4][C:3]=1[S:8]([C:11]1[CH:12]=[C:13]2[C:17](=[CH:18][CH:19]=1)[N:16]([CH:20]1[CH2:25][CH2:24][N:23]([C:26]([O:28][C:29]([CH3:32])([CH3:31])[CH3:30])=[O:27])[CH2:22][CH2:21]1)[CH:15]=[CH:14]2)(=[O:10])=[O:9]. The yield is 0.950.